The task is: Regression. Given a peptide amino acid sequence and an MHC pseudo amino acid sequence, predict their binding affinity value. This is MHC class I binding data.. This data is from Peptide-MHC class I binding affinity with 185,985 pairs from IEDB/IMGT. (1) The binding affinity (normalized) is 0.469. The peptide sequence is KLIQIEKVL. The MHC is HLA-A02:16 with pseudo-sequence HLA-A02:16. (2) The peptide sequence is TSTLQEQIAW. The MHC is HLA-B08:01 with pseudo-sequence HLA-B08:01. The binding affinity (normalized) is 0. (3) The peptide sequence is IRFKDDSSF. The binding affinity (normalized) is 0.0847. The MHC is HLA-A68:02 with pseudo-sequence HLA-A68:02. (4) The peptide sequence is QTYDWTLNR. The MHC is HLA-B08:02 with pseudo-sequence HLA-B08:02. The binding affinity (normalized) is 0.0847. (5) The peptide sequence is YIQYGVYIVV. The MHC is Mamu-A2201 with pseudo-sequence Mamu-A2201. The binding affinity (normalized) is 0.00900. (6) The peptide sequence is TLMAIDLGEL. The MHC is HLA-A02:17 with pseudo-sequence HLA-A02:17. The binding affinity (normalized) is 0.541. (7) The peptide sequence is MLSRVAAVK. The MHC is HLA-A68:02 with pseudo-sequence HLA-A68:02. The binding affinity (normalized) is 0.252. (8) The peptide sequence is REPTDLKQF. The MHC is HLA-B45:01 with pseudo-sequence HLA-B45:01. The binding affinity (normalized) is 0. (9) The peptide sequence is AYIDNYNKV. The MHC is Mamu-B17 with pseudo-sequence Mamu-B17. The binding affinity (normalized) is 0.